This data is from Catalyst prediction with 721,799 reactions and 888 catalyst types from USPTO. The task is: Predict which catalyst facilitates the given reaction. Reactant: [NH2:1][C@@:2]1([CH2:34][CH2:35][CH:36]([CH3:38])[CH3:37])[C:11]2[C:6](=[CH:7][CH:8]=[CH:9][CH:10]=2)[C:5]([OH:12])=[C:4]([C:13]2[NH:18][C:17]3[CH:19]=[CH:20][C:21]([NH:23]C(=O)OC(C)(C)C)=[CH:22][C:16]=3[S:15](=[O:32])(=[O:31])[N:14]=2)[C:3]1=[O:33].[C:39](=[O:42])([O-])[O-].[K+].[K+].[CH3:45][O:46][C:47]1[CH:48]=[C:49]([S:55](Cl)(=[O:57])=[O:56])[CH:50]=[C:51](OC)[CH:52]=1.Cl.N1C=CC=CC=1.[CH3:66][S:67](Cl)(=[O:69])=[O:68]. Product: [OH:12][C:5]1[C:6]2[C:11](=[CH:10][CH:9]=[CH:8][CH:7]=2)[C@@:2]([NH:1][S:55]([C:49]2[CH:48]=[C:47]([O:46][CH3:45])[CH:52]=[CH:51][C:50]=2[O:42][CH3:39])(=[O:57])=[O:56])([CH2:34][CH2:35][CH:36]([CH3:38])[CH3:37])[C:3](=[O:33])[C:4]=1[C:13]1[NH:18][C:17]2[CH:19]=[CH:20][C:21]([NH:23][S:67]([CH3:66])(=[O:69])=[O:68])=[CH:22][C:16]=2[S:15](=[O:31])(=[O:32])[N:14]=1. The catalyst class is: 9.